Dataset: Full USPTO retrosynthesis dataset with 1.9M reactions from patents (1976-2016). Task: Predict the reactants needed to synthesize the given product. (1) Given the product [C:1]([O:5][C:6]([N:8]1[CH2:14][CH2:13][C:12]2[C:15]([NH:20][CH2:21][C:22]3[CH:27]=[CH:26][C:25]([S:28][CH2:37][C:38](=[O:43])[C:39]([CH3:42])([CH3:41])[CH3:40])=[CH:24][CH:23]=3)=[C:16]([Cl:19])[CH:17]=[CH:18][C:11]=2[CH2:10][CH2:9]1)=[O:7])([CH3:4])([CH3:2])[CH3:3], predict the reactants needed to synthesize it. The reactants are: [C:1]([O:5][C:6]([N:8]1[CH2:14][CH2:13][C:12]2[C:15]([NH:20][CH2:21][C:22]3[CH:27]=[CH:26][C:25]([S:28]C(=O)N(C)C)=[CH:24][CH:23]=3)=[C:16]([Cl:19])[CH:17]=[CH:18][C:11]=2[CH2:10][CH2:9]1)=[O:7])([CH3:4])([CH3:3])[CH3:2].[OH-].[K+].Br[CH2:37][C:38](=[O:43])[C:39]([CH3:42])([CH3:41])[CH3:40]. (2) Given the product [Br:1][C:2]1[CH:3]=[N:4][C:5]2[N:6]([N:8]=[C:9]([C:11]([N:22]3[CH2:23][CH:24]=[C:19]([C:18]4[NH:17][N:16]=[N:15][N:14]=4)[CH2:20][CH2:21]3)=[O:13])[CH:10]=2)[CH:7]=1, predict the reactants needed to synthesize it. The reactants are: [Br:1][C:2]1[CH:3]=[N:4][C:5]2[N:6]([N:8]=[C:9]([C:11]([OH:13])=O)[CH:10]=2)[CH:7]=1.[NH:14]1[C:18]([C:19]2[CH2:20][CH2:21][NH:22][CH2:23][CH:24]=2)=[N:17][N:16]=[N:15]1.